From a dataset of Reaction yield outcomes from USPTO patents with 853,638 reactions. Predict the reaction yield, written as a fraction of the theoretical maximum amount of product (1.0 means a 100% yield; for example, 0.34 means a 34% yield). (1) The reactants are [NH2:1][CH2:2][CH2:3][O:4][C:5]1[C:10]([CH3:11])=[CH:9][C:8]([C:12]2[NH:21][C:20](=[O:22])[C:19]3[C:14](=[CH:15][C:16]([O:25][CH3:26])=[CH:17][C:18]=3[O:23][CH3:24])[N:13]=2)=[CH:7][C:6]=1[CH3:27].[C:28]1([CH3:37])[CH:33]=[CH:32][C:31]([C:34](Cl)=[O:35])=[CH:30][CH:29]=1.CCN(C(C)C)C(C)C. The catalyst is C(Cl)Cl. The product is [CH3:24][O:23][C:18]1[CH:17]=[C:16]([O:25][CH3:26])[CH:15]=[C:14]2[C:19]=1[C:20](=[O:22])[NH:21][C:12]([C:8]1[CH:9]=[C:10]([CH3:11])[C:5]([O:4][CH2:3][CH2:2][NH:1][C:34](=[O:35])[C:31]3[CH:32]=[CH:33][C:28]([CH3:37])=[CH:29][CH:30]=3)=[C:6]([CH3:27])[CH:7]=1)=[N:13]2. The yield is 0.510. (2) The product is [ClH:36].[C:1]([C:5]1[O:9][N:8]=[C:7]([NH:10][C:11]([NH:13][C:14]2[CH:19]=[CH:18][CH:17]=[C:16]([O:20][C:21]3[C:30]4[C:25](=[CH:26][C:27]([O:33][CH2:34][CH3:35])=[C:28]([O:31][CH3:32])[CH:29]=4)[N:24]=[CH:23][N:22]=3)[CH:15]=2)=[O:12])[CH:6]=1)([CH3:4])([CH3:2])[CH3:3]. The reactants are [C:1]([C:5]1[O:9][N:8]=[C:7]([NH:10][C:11]([NH:13][C:14]2[CH:19]=[CH:18][CH:17]=[C:16]([O:20][C:21]3[C:30]4[C:25](=[CH:26][C:27]([O:33][CH2:34][CH3:35])=[C:28]([O:31][CH3:32])[CH:29]=4)[N:24]=[CH:23][N:22]=3)[CH:15]=2)=[O:12])[CH:6]=1)([CH3:4])([CH3:3])[CH3:2].[ClH:36].C(OCC)C. The yield is 0.160. The catalyst is CO.C(Cl)Cl. (3) The reactants are ClC(Cl)(Cl)C[O:4][C:5](=O)[NH:6][C:7]1[C:8]([CH3:27])=[C:9]([CH3:26])[C:10]2[O:14][CH2:13][CH:12]([C:15]3[CH:20]=[CH:19][C:18]([CH:21]([CH3:23])[CH3:22])=[CH:17][CH:16]=3)[C:11]=2[C:24]=1[CH3:25].[CH2:31]([NH:33][CH2:34][CH3:35])[CH3:32]. The product is [CH2:31]([N:33]([CH2:34][CH3:35])[C:5]([NH:6][C:7]1[C:8]([CH3:27])=[C:9]([CH3:26])[C:10]2[O:14][CH2:13][CH:12]([C:15]3[CH:20]=[CH:19][C:18]([CH:21]([CH3:23])[CH3:22])=[CH:17][CH:16]=3)[C:11]=2[C:24]=1[CH3:25])=[O:4])[CH3:32]. No catalyst specified. The yield is 0.680. (4) The reactants are [F:1][C:2]1[CH:9]=[CH:8][C:5]([CH2:6][NH2:7])=[CH:4][CH:3]=1.O=[C:11]1[CH2:16][CH2:15][N:14]([C:17]([O:19][CH2:20][C:21]2[CH:26]=[CH:25][CH:24]=[CH:23][CH:22]=2)=[O:18])[CH2:13][CH2:12]1.C([BH3-])#N.[Na+]. The catalyst is CO.C(O)(=O)C. The product is [CH2:20]([O:19][C:17]([N:14]1[CH2:15][CH2:16][CH:11]([NH:7][CH2:6][C:5]2[CH:8]=[CH:9][C:2]([F:1])=[CH:3][CH:4]=2)[CH2:12][CH2:13]1)=[O:18])[C:21]1[CH:22]=[CH:23][CH:24]=[CH:25][CH:26]=1. The yield is 0.600. (5) The reactants are [CH3:1][C:2]([CH3:4])=O.[NH:5]1[CH2:10][CH2:9][O:8][CH:7]([CH2:11][N:12]2[C:20]3[C:15](=[CH:16][CH:17]=[CH:18][CH:19]=3)[C:14]3([CH2:24][O:23][C:22]4[CH:25]=[C:26]5[C:30](=[CH:31][C:21]3=4)[CH2:29][CH2:28][O:27]5)[C:13]2=[O:32])[CH2:6]1.[Na]. The catalyst is ClC(Cl)C. The product is [CH3:1][CH:2]([N:5]1[CH2:10][CH2:9][O:8][CH:7]([CH2:11][N:12]2[C:20]3[C:15](=[CH:16][CH:17]=[CH:18][CH:19]=3)[C:14]3([CH2:24][O:23][C:22]4[CH:25]=[C:26]5[C:30](=[CH:31][C:21]3=4)[CH2:29][CH2:28][O:27]5)[C:13]2=[O:32])[CH2:6]1)[CH3:4]. The yield is 0.540.